This data is from Full USPTO retrosynthesis dataset with 1.9M reactions from patents (1976-2016). The task is: Predict the reactants needed to synthesize the given product. (1) Given the product [CH2:1]([O:3][C:4](=[O:25])[C:5]1[CH:10]=[CH:9][CH:8]=[C:7]([S:11][C:12]2[C:20]3[C:15](=[CH:16][C:17]([Cl:21])=[CH:18][CH:19]=3)[N:14]([C:27]3[CH:28]=[N:29][N:30]([CH2:32][CH3:33])[CH:31]=3)[C:13]=2[CH3:22])[C:6]=1[O:23][CH3:24])[CH3:2], predict the reactants needed to synthesize it. The reactants are: [CH2:1]([O:3][C:4](=[O:25])[C:5]1[CH:10]=[CH:9][CH:8]=[C:7]([S:11][C:12]2[C:20]3[C:15](=[CH:16][C:17]([Cl:21])=[CH:18][CH:19]=3)[NH:14][C:13]=2[CH3:22])[C:6]=1[O:23][CH3:24])[CH3:2].Br[C:27]1[CH:28]=[N:29][N:30]([CH2:32][CH3:33])[CH:31]=1. (2) Given the product [CH:10]1([CH2:9][O:8][C:5]2[N:6]=[CH:7][C:2]([OH:15])=[CH:3][C:4]=2[CH3:13])[CH2:12][CH2:11]1, predict the reactants needed to synthesize it. The reactants are: Br[C:2]1[CH:3]=[C:4]([CH3:13])[C:5]([O:8][CH2:9][CH:10]2[CH2:12][CH2:11]2)=[N:6][CH:7]=1.B([O-])[O-:15]. (3) Given the product [NH2:12][C:10]([C:3]1[C:2]([F:1])=[C:7]([CH:6]=[CH:5][C:4]=1[F:9])[O:8][CH2:20][C:21]([O:23][CH3:24])=[O:22])=[O:11], predict the reactants needed to synthesize it. The reactants are: [F:1][C:2]1[C:7]([OH:8])=[CH:6][CH:5]=[C:4]([F:9])[C:3]=1[C:10]([NH2:12])=[O:11].C([O-])([O-])=O.[K+].[K+].Br[CH2:20][C:21]([O:23][CH3:24])=[O:22]. (4) Given the product [CH2:4]([C:15]1[CH:20]=[CH:19][CH:18]=[CH:17][C:16]=1[OH:21])[CH:2]([CH3:3])[CH3:1], predict the reactants needed to synthesize it. The reactants are: [CH3:1][C:2](=[CH2:4])[CH3:3].B1C2CCCC1CCC2.Br[C:15]1[CH:20]=[CH:19][CH:18]=[CH:17][C:16]=1[OH:21].[F-].[K+].F[B-](F)(F)F. (5) Given the product [C:5]([O:4][C:2]([N:9]1[CH2:13][CH2:12][C:11](=[O:14])[CH2:10]1)=[O:3])([CH3:8])([CH3:6])[CH3:7], predict the reactants needed to synthesize it. The reactants are: Cl.[C:2]([N:9]1[CH2:13][CH2:12][CH:11]([OH:14])[CH2:10]1)([O:4][C:5]([CH3:8])([CH3:7])[CH3:6])=[O:3]. (6) The reactants are: [F:1][C:2]1[CH:11]=[CH:10][C:5]2[C:6](=O)[CH2:7][O:8][C:4]=2[CH:3]=1.C([O-])(=O)C.[Na+].Cl.[NH2:18][OH:19]. Given the product [F:1][C:2]1[CH:11]=[CH:10][C:5]2[C:6](=[N:18][OH:19])[CH2:7][O:8][C:4]=2[CH:3]=1, predict the reactants needed to synthesize it.